The task is: Regression. Given a peptide amino acid sequence and an MHC pseudo amino acid sequence, predict their binding affinity value. This is MHC class I binding data.. This data is from Peptide-MHC class I binding affinity with 185,985 pairs from IEDB/IMGT. (1) The peptide sequence is VPLDEDFRKY. The binding affinity (normalized) is 0. The MHC is HLA-B40:02 with pseudo-sequence HLA-B40:02. (2) The peptide sequence is LATLKDMWK. The MHC is HLA-A03:01 with pseudo-sequence HLA-A03:01. The binding affinity (normalized) is 0.350. (3) The peptide sequence is PIPSSWAFGK. The MHC is HLA-A02:03 with pseudo-sequence HLA-A02:03. The binding affinity (normalized) is 0.300. (4) The peptide sequence is VIWWFLGL. The MHC is H-2-Db with pseudo-sequence H-2-Db. The binding affinity (normalized) is 0.359. (5) The peptide sequence is SFEPIPIHY. The MHC is HLA-B35:03 with pseudo-sequence HLA-B35:03. The binding affinity (normalized) is 0. (6) The peptide sequence is LRNIYETEF. The MHC is HLA-A68:02 with pseudo-sequence HLA-A68:02. The binding affinity (normalized) is 0.0847. (7) The peptide sequence is VVYMDMGVR. The MHC is HLA-A02:03 with pseudo-sequence HLA-A02:03. The binding affinity (normalized) is 0.0847.